Dataset: Forward reaction prediction with 1.9M reactions from USPTO patents (1976-2016). Task: Predict the product of the given reaction. The product is: [CH2:28]([NH:27][C:25]([NH:24][C:21]1[CH:20]=[CH:19][C:18]([C:7]2[N:6]=[C:5]([CH2:4][OH:3])[CH:10]=[C:9]([N:11]3[CH2:16][CH2:15][O:14][CH2:13][C@@H:12]3[CH3:17])[N:8]=2)=[CH:23][CH:22]=1)=[O:26])[CH3:29]. Given the reactants C[Si](C)(C(C)(C)C)[O:3][CH2:4][C:5]1[CH:10]=[C:9]([N:11]2[CH2:16][CH2:15][O:14][CH2:13][C@@H:12]2[CH3:17])[N:8]=[C:7]([C:18]2[CH:23]=[CH:22][C:21]([NH:24][C:25]([NH:27][CH2:28][CH3:29])=[O:26])=[CH:20][CH:19]=2)[N:6]=1.CCCC[N+](CCCC)(CCCC)CCCC.[F-], predict the reaction product.